The task is: Predict the reactants needed to synthesize the given product.. This data is from Full USPTO retrosynthesis dataset with 1.9M reactions from patents (1976-2016). (1) Given the product [F:1][C:2]([F:11])([F:12])[C:3]1[CH:10]=[CH:9][C:6]([CH2:7][NH:8][C:26]([NH:25][C:29]2[C:38]3[NH:37][C:36](=[O:39])[CH2:35][O:34][C:33]=3[CH:32]=[CH:31][CH:30]=2)=[O:27])=[CH:5][CH:4]=1, predict the reactants needed to synthesize it. The reactants are: [F:1][C:2]([F:12])([F:11])[C:3]1[CH:10]=[CH:9][C:6]([CH2:7][NH2:8])=[CH:5][CH:4]=1.ClC(Cl)(OC(=O)OC(Cl)(Cl)Cl)Cl.[N-:25]=[C:26]=[O:27].N[C:29]1[C:38]2[NH:37][C:36](=[O:39])[CH2:35][O:34][C:33]=2[CH:32]=[CH:31][CH:30]=1. (2) Given the product [Cl:1][C:2]1[CH:7]=[CH:6][C:5]([C@@H:8]([OH:9])[CH2:10][NH:15][CH2:14][CH2:12][OH:13])=[CH:4][C:3]=1[F:11], predict the reactants needed to synthesize it. The reactants are: [Cl:1][C:2]1[CH:7]=[CH:6][C:5]([C@@H:8]2[CH2:10][O:9]2)=[CH:4][C:3]=1[F:11].[CH2:12]([CH2:14][NH2:15])[OH:13]. (3) The reactants are: C(OC([N:8]([CH2:39][C:40]([O:42]C(C)(C)C)=[O:41])[C:9]1[CH:14]=[CH:13][CH:12]=[C:11]([CH:15]([CH2:26][C:27]2[CH:32]=[CH:31][C:30]([C:33]3[S:34][C:35]([Cl:38])=[CH:36][N:37]=3)=[CH:29][CH:28]=2)[NH:16][S:17]([C:20]2[CH:25]=[CH:24][CH:23]=[CH:22][N:21]=2)(=[O:19])=[O:18])[N:10]=1)=O)(C)(C)C.C(OC(N(CC(OC(C)(C)C)=O)C1C=CC=C(C(CC2C=CC(C3SC(C)=CN=3)=CC=2)NS(C2C=CC=CN=2)(=O)=O)N=1)=O)(C)(C)C. Given the product [Cl:38][C:35]1[S:34][C:33]([C:30]2[CH:29]=[CH:28][C:27]([CH2:26][CH:15]([NH:16][S:17]([C:20]3[CH:25]=[CH:24][CH:23]=[CH:22][N:21]=3)(=[O:19])=[O:18])[C:11]3[N:10]=[C:9]([NH:8][CH2:39][C:40]([OH:42])=[O:41])[CH:14]=[CH:13][CH:12]=3)=[CH:32][CH:31]=2)=[N:37][CH:36]=1, predict the reactants needed to synthesize it. (4) Given the product [CH3:33][C:28]1([CH3:34])[C:29]([CH3:32])([CH3:31])[O:30][B:26]([C:2]2[CH:3]=[C:4]([C:17]3[O:18][C:19]4[CH:25]=[CH:24][CH:23]=[CH:22][C:20]=4[N:21]=3)[CH:5]=[C:6]([C:8]3[O:9][C:10]4[CH:16]=[CH:15][CH:14]=[CH:13][C:11]=4[N:12]=3)[CH:7]=2)[O:27]1, predict the reactants needed to synthesize it. The reactants are: Br[C:2]1[CH:3]=[C:4]([C:17]2[O:18][C:19]3[CH:25]=[CH:24][CH:23]=[CH:22][C:20]=3[N:21]=2)[CH:5]=[C:6]([C:8]2[O:9][C:10]3[CH:16]=[CH:15][CH:14]=[CH:13][C:11]=3[N:12]=2)[CH:7]=1.[B:26]1([B:26]2[O:30][C:29]([CH3:32])([CH3:31])[C:28]([CH3:34])([CH3:33])[O:27]2)[O:30][C:29]([CH3:32])([CH3:31])[C:28]([CH3:34])([CH3:33])[O:27]1.C([O-])(=O)C.[K+]. (5) Given the product [C:32]1([O:31][C:29](=[O:30])[N:18]([C@@H:16]2[C@@H:15]([C:20]3[CH:25]=[CH:24][C:23]([Cl:26])=[C:22]([Cl:27])[CH:21]=3)[CH2:14][N:13]([C:11]([CH:8]3[CH2:9][CH2:10][N:5]([CH2:4][CH:1]4[CH2:3][CH2:2]4)[CH2:6][CH2:7]3)=[O:12])[CH2:17]2)[CH3:19])[CH:37]=[CH:36][CH:35]=[CH:34][CH:33]=1, predict the reactants needed to synthesize it. The reactants are: [CH:1]1([CH2:4][N:5]2[CH2:10][CH2:9][CH:8]([C:11]([N:13]3[CH2:17][C@H:16]([NH:18][CH3:19])[C@@H:15]([C:20]4[CH:25]=[CH:24][C:23]([Cl:26])=[C:22]([Cl:27])[CH:21]=4)[CH2:14]3)=[O:12])[CH2:7][CH2:6]2)[CH2:3][CH2:2]1.Cl[C:29]([O:31][C:32]1[CH:37]=[CH:36][CH:35]=[CH:34][CH:33]=1)=[O:30]. (6) Given the product [O:1]1[CH:5]=[CH:4][CH:3]=[C:2]1[C:6]1[N:14]=[C:13]([NH2:15])[N:12]=[C:11]2[C:7]=1[N:8]=[CH:9][N:10]2[CH2:24][C:23]1[CH:26]=[CH:27][CH:28]=[C:21]([N+:18]([O-:20])=[O:19])[CH:22]=1, predict the reactants needed to synthesize it. The reactants are: [O:1]1[CH:5]=[CH:4][CH:3]=[C:2]1[C:6]1[NH:14][C:13]([NH2:15])=[N:12][C:11]2[C:7]=1[N:8]=[CH:9][N:10]=2.[H-].[Na+].[N+:18]([C:21]1[CH:22]=[C:23]([CH:26]=[CH:27][CH:28]=1)[CH2:24]Br)([O-:20])=[O:19].O. (7) The reactants are: Br[C:2]1[CH:3]=[CH:4][N:5]=[C:6]2[C:11]=1[N:10]=[C:9]([O:12][CH3:13])[CH:8]=[CH:7]2.[C:14]([O:18][C:19](=[O:27])[NH:20][CH:21]1[CH2:26][CH2:25][CH2:24][NH:23][CH2:22]1)([CH3:17])([CH3:16])[CH3:15].C(O)CCCC. Given the product [C:14]([O:18][C:19](=[O:27])[NH:20][CH:21]1[CH2:26][CH2:25][CH2:24][N:23]([C:2]2[C:11]3[C:6](=[CH:7][CH:8]=[C:9]([O:12][CH3:13])[N:10]=3)[N:5]=[CH:4][CH:3]=2)[CH2:22]1)([CH3:17])([CH3:15])[CH3:16], predict the reactants needed to synthesize it. (8) The reactants are: Cl[CH2:2][C:3]([N:5]1[C@@H:9]([C:10]#[CH:11])[CH2:8][CH2:7][C@H:6]1[C:12]#[N:13])=[O:4].[NH2:14][C:15]1([CH3:29])[CH2:20][CH2:19][N:18]([C:21]2[CH:26]=[C:25]([C:27]#[N:28])[CH:24]=[CH:23][N:22]=2)[CH2:17][CH2:16]1.C(N(C(C)C)CC)(C)C. Given the product [C:12]([C@@H:6]1[CH2:7][CH2:8][C@H:9]([C:10]#[CH:11])[N:5]1[C:3](=[O:4])[CH2:2][NH:14][C:15]1([CH3:29])[CH2:20][CH2:19][N:18]([C:21]2[CH:26]=[C:25]([C:27]#[N:28])[CH:24]=[CH:23][N:22]=2)[CH2:17][CH2:16]1)#[N:13], predict the reactants needed to synthesize it. (9) Given the product [Cl:1][C:2]1[N:3]=[C:4]([N:22]2[CH2:23][CH2:24][O:25][CH2:26][CH2:27]2)[C:5]2[S:10][C:9]([CH2:11][N:12]3[CH2:13][C:14]4([CH2:16][CH2:17][N:18]([CH2:21][CH3:28])[CH2:19][CH2:20]4)[CH2:15]3)=[CH:8][C:6]=2[N:7]=1, predict the reactants needed to synthesize it. The reactants are: [Cl:1][C:2]1[N:3]=[C:4]([N:22]2[CH2:27][CH2:26][O:25][CH2:24][CH2:23]2)[C:5]2[S:10][C:9]([CH2:11][N:12]3[CH2:15][C:14]4([CH2:20][CH2:19][N:18]([CH3:21])[CH2:17][CH2:16]4)[CH2:13]3)=[CH:8][C:6]=2[N:7]=1.[CH2:28]1C2(CCN(C(=O)C)CC2)CN1. (10) Given the product [CH3:32][O:33][C:34](=[O:41])[CH2:35][CH2:36][CH2:37][CH2:38][CH:39]=[C:21]1[CH2:22][CH2:23][CH2:24][CH2:25][CH2:26]1, predict the reactants needed to synthesize it. The reactants are: [Br-].C1([P+]([C:21]2[CH:26]=[CH:25][CH:24]=[CH:23][CH:22]=2)([C:21]2[CH:26]=[CH:25][CH:24]=[CH:23][CH:22]=2)[C:21]2[CH:26]=[CH:25][CH:24]=[CH:23][CH:22]=2)CCCCC1.[Li]CCCC.[CH3:32][O:33][C:34](=[O:41])[CH2:35][CH2:36][CH2:37][CH2:38][CH:39]=O.O.